Task: Predict which catalyst facilitates the given reaction.. Dataset: Catalyst prediction with 721,799 reactions and 888 catalyst types from USPTO (1) Reactant: [NH2:1][C:2]1[C:3]([CH3:10])=[C:4]([CH2:8][OH:9])[CH:5]=[CH:6][CH:7]=1.Cl.C(S[C:15]([C:17]1[S:18][CH:19]=[CH:20][CH:21]=1)=[NH:16])C.C(S)C.[OH-].[NH4+]. Product: [OH:9][CH2:8][C:4]1[C:3]([CH3:10])=[C:2]([NH:1][C:15]([C:17]2[S:18][CH:19]=[CH:20][CH:21]=2)=[NH:16])[CH:7]=[CH:6][CH:5]=1. The catalyst class is: 40. (2) Reactant: [H-].[Na+].[O:3]1[CH2:8][CH2:7][CH2:6][CH2:5][CH:4]1[N:9]1[C:17]2[C:12](=[CH:13][C:14]([C:18]#[C:19][CH2:20][OH:21])=[CH:15][CH:16]=2)[CH:11]=[N:10]1.I[CH3:23]. Product: [CH3:23][O:21][CH2:20][C:19]#[C:18][C:14]1[CH:13]=[C:12]2[C:17](=[CH:16][CH:15]=1)[N:9]([CH:4]1[CH2:5][CH2:6][CH2:7][CH2:8][O:3]1)[N:10]=[CH:11]2. The catalyst class is: 1. (3) Reactant: P(=O)(OC1C=CC=CC=1)OC1C=CC=CC=1.[NH2:17][C:18]1[CH:26]=[CH:25][CH:24]=[C:23]([Cl:27])[C:19]=1[C:20]([OH:22])=O.[C:28]([O:32][C:33]([NH:35][C@@H:36]([CH3:40])[C:37](O)=O)=[O:34])([CH3:31])([CH3:30])[CH3:29].[NH2:41][C:42]1[CH:47]=[CH:46][CH:45]=[CH:44][CH:43]=1. Product: [Cl:27][C:23]1[CH:24]=[CH:25][CH:26]=[C:18]2[C:19]=1[C:20](=[O:22])[N:41]([C:42]1[CH:47]=[CH:46][CH:45]=[CH:44][CH:43]=1)[C:37]([C@@H:36]([NH:35][C:33](=[O:34])[O:32][C:28]([CH3:31])([CH3:30])[CH3:29])[CH3:40])=[N:17]2. The catalyst class is: 436.